From a dataset of Full USPTO retrosynthesis dataset with 1.9M reactions from patents (1976-2016). Predict the reactants needed to synthesize the given product. (1) The reactants are: [CH2:1]([C:3]1[C:12]2[C:7](=[CH:8][CH:9]=[CH:10][CH:11]=2)[CH:6]=[CH:5][CH:4]=1)[CH3:2].C(O)(C(F)(F)F)=O.[Cl:20][S:21](O)(=[O:23])=[O:22]. Given the product [CH2:1]([C:3]1[C:12]2[C:7](=[CH:8][CH:9]=[CH:10][CH:11]=2)[C:6]([S:21]([Cl:20])(=[O:23])=[O:22])=[CH:5][CH:4]=1)[CH3:2], predict the reactants needed to synthesize it. (2) Given the product [CH3:1][C:2]1[CH:3]=[C:4]([C:11]([F:14])([F:12])[F:13])[N:5]=[CH:6][C:7]=1[NH2:8], predict the reactants needed to synthesize it. The reactants are: [CH3:1][C:2]1[C:7]([N+:8]([O-])=O)=[CH:6][N:5]=[C:4]([C:11]([F:14])([F:13])[F:12])[CH:3]=1. (3) Given the product [CH3:26][O:25][C:23]1[C:24]2[N:16]([CH2:15][CH2:14][CH2:13][O:12][C:3]3[C:2]([CH3:37])=[CH:11][C:10]4[CH2:9][CH2:8][CH2:7][CH2:6][C:5]=4[CH:4]=3)[N:17]=[CH:18][C:19]=2[N:20]=[C:21]([N:27]2[CH:31]=[C:30]([C:32]([O:34][CH2:35][CH3:36])=[O:33])[CH:29]=[N:28]2)[N:22]=1, predict the reactants needed to synthesize it. The reactants are: Br[C:2]1[C:3]([O:12][CH2:13][CH2:14][CH2:15][N:16]2[C:24]3[C:23]([O:25][CH3:26])=[N:22][C:21]([N:27]4[CH:31]=[C:30]([C:32]([O:34][CH2:35][CH3:36])=[O:33])[CH:29]=[N:28]4)=[N:20][C:19]=3[CH:18]=[N:17]2)=[CH:4][C:5]2[CH2:6][CH2:7][CH2:8][CH2:9][C:10]=2[CH:11]=1.[CH3:37]B1OB(C)OB(C)O1.[F-].[Cs+]. (4) Given the product [F:37][C:31]1[CH:32]=[CH:33][C:34]([F:36])=[CH:35][C:30]=1[S:27]([NH:26][C:22]1[CH:23]=[CH:24][CH:25]=[C:20]([C:10]2[N:11]=[C:12]([N:14]3[CH2:19][CH2:18][O:17][CH2:16][CH2:15]3)[S:13][C:9]=2[C:7]2[CH:6]=[CH:5][N:4]=[C:3]([CH2:2][NH:1][S:46]([CH3:45])(=[O:48])=[O:47])[N:8]=2)[C:21]=1[F:38])(=[O:28])=[O:29], predict the reactants needed to synthesize it. The reactants are: [NH2:1][CH2:2][C:3]1[N:8]=[C:7]([C:9]2[S:13][C:12]([N:14]3[CH2:19][CH2:18][O:17][CH2:16][CH2:15]3)=[N:11][C:10]=2[C:20]2[C:21]([F:38])=[C:22]([NH:26][S:27]([C:30]3[CH:35]=[C:34]([F:36])[CH:33]=[CH:32][C:31]=3[F:37])(=[O:29])=[O:28])[CH:23]=[CH:24][CH:25]=2)[CH:6]=[CH:5][N:4]=1.N1C=CC=CC=1.[CH3:45][S:46](Cl)(=[O:48])=[O:47].CCOC(C)=O. (5) Given the product [CH3:7][C:2]([NH:8][C:9]([C:11]1[CH:16]=[N:15][CH:14]=[CH:13][N:12]=1)=[O:10])([CH3:1])[C:3]([OH:5])=[O:4], predict the reactants needed to synthesize it. The reactants are: [CH3:1][C:2]([NH:8][C:9]([C:11]1[CH:16]=[N:15][CH:14]=[CH:13][N:12]=1)=[O:10])([CH3:7])[C:3]([O:5]C)=[O:4].[Li+].[OH-]. (6) Given the product [CH3:12][O:13][C:14]([NH:16][C@@H:17]([CH:31]([CH3:32])[CH3:33])[C:18]([N:20]1[C@@H:24]([CH3:25])[CH2:23][CH2:22][C@H:21]1[C:26]([O:28][CH2:29][CH3:30])=[O:27])=[O:19])=[O:15], predict the reactants needed to synthesize it. The reactants are: C(OC([C@@H]1CC[C@H](C)N1)=O)C.[CH3:12][O:13][C:14]([NH:16][C@@H:17]([CH:31]([CH3:33])[CH3:32])[C:18]([N:20]1[C@@H:24]([CH3:25])[CH2:23][CH2:22][C@H:21]1[C:26]([O:28][CH2:29][CH3:30])=[O:27])=[O:19])=[O:15].C(O)(C(F)(F)F)=O.COC(N[C@@H](C(C)C)C(O)=O)=O.CN(C(ON1N=NC2C=CC=NC1=2)=[N+](C)C)C.F[P-](F)(F)(F)(F)F.CCN(C(C)C)C(C)C. (7) Given the product [C:7]([O:10][CH2:11][CH2:12][CH2:1][C:2]([CH3:5])=[CH2:3])(=[O:9])[CH3:8], predict the reactants needed to synthesize it. The reactants are: [CH3:1][C:2]([CH3:5])([O-])[CH3:3].[K+].[C:7]([O:10][CH2:11][CH2:12]CC(=O)C)(=[O:9])[CH3:8].